Task: Predict which catalyst facilitates the given reaction.. Dataset: Catalyst prediction with 721,799 reactions and 888 catalyst types from USPTO (1) Reactant: C([Si](C1C=CC=CC=1)(C1C=CC=CC=1)[O:6][C:7]1[CH:45]=[CH:44][C:10]([O:11][CH2:12][C@@H:13]([OH:43])[CH2:14][NH:15][CH2:16][CH2:17][C:18]2[CH:42]=[CH:41][C:21]([NH:22][CH:23]3[CH2:28][CH2:27][N:26]([C:29]([NH:31][CH2:32][C:33]4[CH:38]=[C:37]([F:39])[CH:36]=[CH:35][C:34]=4[F:40])=[O:30])[CH2:25][CH2:24]3)=[CH:20][CH:19]=2)=[CH:9][CH:8]=1)(C)(C)C. Product: [F:40][C:34]1[CH:35]=[CH:36][C:37]([F:39])=[CH:38][C:33]=1[CH2:32][NH:31][C:29]([N:26]1[CH2:27][CH2:28][CH:23]([NH:22][C:21]2[CH:41]=[CH:42][C:18]([CH2:17][CH2:16][NH:15][CH2:14][C@H:13]([OH:43])[CH2:12][O:11][C:10]3[CH:9]=[CH:8][C:7]([OH:6])=[CH:45][CH:44]=3)=[CH:19][CH:20]=2)[CH2:24][CH2:25]1)=[O:30]. The catalyst class is: 147. (2) Reactant: [Br:1][C:2]1[CH:3]=[C:4]([C:8]2[CH:16]=[CH:15][CH:14]=[C:13]3[C:9]=2[CH2:10][C:11](=[O:17])[NH:12]3)[CH:5]=[CH:6][CH:7]=1.[N:18]1([CH2:23][CH2:24][NH:25][C:26]([C:28]2[C:32]([CH3:33])=[C:31]([CH:34]=O)[NH:30][C:29]=2[CH3:36])=[O:27])[CH2:22][CH2:21][CH2:20][CH2:19]1. Product: [N:18]1([CH2:23][CH2:24][NH:25][C:26]([C:28]2[C:32]([CH3:33])=[C:31]([CH:34]=[C:10]3[C:9]4[C:13](=[CH:14][CH:15]=[CH:16][C:8]=4[C:4]4[CH:5]=[CH:6][CH:7]=[C:2]([Br:1])[CH:3]=4)[NH:12][C:11]3=[O:17])[NH:30][C:29]=2[CH3:36])=[O:27])[CH2:22][CH2:21][CH2:20][CH2:19]1. The catalyst class is: 360.